Dataset: Full USPTO retrosynthesis dataset with 1.9M reactions from patents (1976-2016). Task: Predict the reactants needed to synthesize the given product. (1) Given the product [C:12]([NH:11][C@@H:8]([C:9]([OH:47])=[O:10])[CH2:7][C:6]1[CH:5]=[CH:4][C:3]([OH:46])=[CH:2][CH:1]=1)(=[O:13])[NH2:38], predict the reactants needed to synthesize it. The reactants are: [CH:1]1[C:6]([C@@H:7](O)[C@H:8]([NH:11][C:12](C(Cl)Cl)=[O:13])[CH2:9][OH:10])=[CH:5][CH:4]=[C:3]([N+]([O-])=O)[CH:2]=1.O=C[C@@H]([C@H]([C@@H]([C@@H](CO)O)O)O)O.S([O-])([O-])(=O)=O.[NH4+:38].[NH4+].P([O-])(O)(O)=O.[K+].[OH2:46].[OH2:47].C([O-])(=O)CC(CC([O-])=O)(C([O-])=O)O.[Na+].[Na+].[Na+].O.O.O.O.O.O.O.S([O-])([O-])(=O)=O.[Mg+2].CC1[N+](CC2C=NC(C)=NC=2N)=CSC=1CCO.Cl.[Cl-].O=O. (2) Given the product [F:20][C:12]1[C:13]([F:19])=[CH:14][CH:15]=[C:16]([O:17][CH3:18])[C:11]=1[C:10]1[C:5]2[C:6](=[N:7][C:2]([NH:36][CH:33]3[CH2:34][CH2:35][N:30]([S:27]([CH3:26])(=[O:29])=[O:28])[CH2:31][CH2:32]3)=[N:3][CH:4]=2)[NH:8][N:9]=1, predict the reactants needed to synthesize it. The reactants are: Cl[C:2]1[N:7]=[C:6]2[NH:8][N:9]=[C:10]([C:11]3[C:16]([O:17][CH3:18])=[CH:15][CH:14]=[C:13]([F:19])[C:12]=3[F:20])[C:5]2=[CH:4][N:3]=1.C(=O)(O)[O-].[Na+].[CH3:26][S:27]([N:30]1[CH2:35][CH2:34][CH:33]([NH2:36])[CH2:32][CH2:31]1)(=[O:29])=[O:28]. (3) Given the product [CH2:12]([O:6][C:5](=[O:7])[C:4]1[CH:8]=[CH:9][C:10]([NH2:11])=[C:2]([NH2:1])[CH:3]=1)[CH3:13], predict the reactants needed to synthesize it. The reactants are: [NH2:1][C:2]1[CH:3]=[C:4]([CH:8]=[CH:9][C:10]=1[NH2:11])[C:5]([OH:7])=[O:6].[C:12]1(P(C2C=CC=CC=2)C2C=CC=CC=2)C=CC=C[CH:13]=1.N(C(OC(C)C)=O)=NC(OC(C)C)=O.N(C(OC(C)C)=O)=NC([O-])=O. (4) Given the product [N+:15]([C:11]1[CH:10]=[C:9]2[C:14](=[CH:13][CH:12]=1)[N:6]([C:2]1[N:1]([C:23]([O:22][C:18]([CH3:21])([CH3:20])[CH3:19])=[O:24])[CH:5]=[CH:4][N:3]=1)[CH2:7][CH2:8]2)([O-:17])=[O:16], predict the reactants needed to synthesize it. The reactants are: [NH:1]1[CH:5]=[CH:4][N:3]=[C:2]1[N:6]1[C:14]2[C:9](=[CH:10][C:11]([N+:15]([O-:17])=[O:16])=[CH:12][CH:13]=2)[CH2:8][CH2:7]1.[C:18]([O:22][C:23](O[C:23]([O:22][C:18]([CH3:21])([CH3:20])[CH3:19])=[O:24])=[O:24])([CH3:21])([CH3:20])[CH3:19]. (5) Given the product [Br:6][C:7]1[N:8]=[C:9]([C:13]#[C:14][C:16]([CH3:18])([OH:17])[CH3:15])[CH:10]=[CH:11][CH:12]=1, predict the reactants needed to synthesize it. The reactants are: C([Li])CCC.[Br:6][C:7]1[CH:12]=[CH:11][CH:10]=[C:9]([C:13]#[CH:14])[N:8]=1.[CH3:15][C:16]([CH3:18])=[O:17].